This data is from Forward reaction prediction with 1.9M reactions from USPTO patents (1976-2016). The task is: Predict the product of the given reaction. (1) Given the reactants [CH3:1][N:2]([C:7]1[CH:8]=[C:9]([C:17]([O:19][CH3:20])=[O:18])[CH:10]=[C:11]([CH:16]=1)[C:12]([O:14]C)=[O:13])[S:3]([CH3:6])(=[O:5])=[O:4].[OH-].[Na+], predict the reaction product. The product is: [CH3:20][O:19][C:17]([C:9]1[CH:10]=[C:11]([CH:16]=[C:7]([N:2]([CH3:1])[S:3]([CH3:6])(=[O:5])=[O:4])[CH:8]=1)[C:12]([OH:14])=[O:13])=[O:18]. (2) The product is: [CH3:1][C:2]1[C:11]2[C:6](=[CH:7][CH:8]=[CH:9][CH:10]=2)[N:5]=[C:4]([CH2:12][N:13]2[C:22](=[O:23])[C:21]3[N:20]([CH2:24][C:25]#[C:26][CH3:27])[C:19]([N:44]4[CH2:45][CH2:46][CH2:47][C@@H:42]([N:41]5[C:40](=[O:48])[C:39]6=[CH:49][CH:50]=[CH:51][CH:52]=[C:38]6[C:37]5=[O:53])[CH2:43]4)=[N:18][C:17]=3[N:16]([CH3:29])[C:14]2=[O:15])[N:3]=1. Given the reactants [CH3:1][C:2]1[C:11]2[C:6](=[CH:7][CH:8]=[CH:9][CH:10]=2)[N:5]=[C:4]([CH2:12][N:13]2[C:22](=[O:23])[C:21]3[N:20]([CH2:24][C:25]#[C:26][CH3:27])[C:19](Br)=[N:18][C:17]=3[N:16]([CH3:29])[C:14]2=[O:15])[N:3]=1.C(=O)([O-])[O-].[K+].[K+].Cl.[C:37]1(=[O:53])[N:41]([C@@H:42]2[CH2:47][CH2:46][CH2:45][NH:44][CH2:43]2)[C:40](=[O:48])[C:39]2=[CH:49][CH:50]=[CH:51][CH:52]=[C:38]12.C(OC(C)C)(=O)C, predict the reaction product. (3) Given the reactants [CH2:1]([O:3][C:4](=[O:24])[CH:5]=[C:6]([C:13]1[C:21]([O:22][CH3:23])=[CH:20][CH:19]=[C:18]2[C:14]=1[CH:15]=[CH:16][NH:17]2)[C:7]1[CH:12]=[CH:11][CH:10]=[CH:9][CH:8]=1)[CH3:2], predict the reaction product. The product is: [CH2:1]([O:3][C:4](=[O:24])[CH2:5][CH:6]([C:13]1[C:21]([O:22][CH3:23])=[CH:20][CH:19]=[C:18]2[C:14]=1[CH:15]=[CH:16][NH:17]2)[C:7]1[CH:12]=[CH:11][CH:10]=[CH:9][CH:8]=1)[CH3:2]. (4) Given the reactants C[O:2][C:3]([C:5]1[CH:6]=[C:7]2[C:12](=[C:13]([C:15]([CH3:18])([CH3:17])[CH3:16])[CH:14]=1)[O:11][CH2:10][CH2:9][C:8]2([CH3:20])[CH3:19])=[O:4].[OH-].[Na+].C1COCC1, predict the reaction product. The product is: [C:15]([C:13]1[CH:14]=[C:5]([C:3]([OH:4])=[O:2])[CH:6]=[C:7]2[C:12]=1[O:11][CH2:10][CH2:9][C:8]2([CH3:20])[CH3:19])([CH3:18])([CH3:16])[CH3:17]. (5) Given the reactants Cl[C:2]1[CH:7]=[C:6]([Cl:8])[N:5]=[C:4]([O:9][CH3:10])[N:3]=1.[F:11][C:12]1[CH:13]=[C:14]([CH2:20][CH2:21][NH2:22])[CH:15]=[CH:16][C:17]=1[O:18][CH3:19].C(=O)(O)[O-].[Na+].O, predict the reaction product. The product is: [Cl:8][C:6]1[N:5]=[C:4]([O:9][CH3:10])[N:3]=[C:2]([NH:22][CH2:21][CH2:20][C:14]2[CH:15]=[CH:16][C:17]([O:18][CH3:19])=[C:12]([F:11])[CH:13]=2)[CH:7]=1. (6) Given the reactants [F:1][C:2]1([F:9])[CH2:7][CH2:6][CH:5]([OH:8])[CH2:4][CH2:3]1.[H-].[Na+].Br[CH2:13][C:14]1[C:37]([Cl:38])=[CH:36][C:17]2[C:18]([N:21]([C:29]([O:31][C:32]([CH3:35])([CH3:34])[CH3:33])=[O:30])[C:22](=[O:28])[O:23][C:24]([CH3:27])([CH3:26])[CH3:25])=[N:19][O:20][C:16]=2[CH:15]=1, predict the reaction product. The product is: [C:24]([O:23][C:22]([N:21]([C:18]1[C:17]2[CH:36]=[C:37]([Cl:38])[C:14]([CH2:13][O:8][CH:5]3[CH2:6][CH2:7][C:2]([F:9])([F:1])[CH2:3][CH2:4]3)=[CH:15][C:16]=2[O:20][N:19]=1)[C:29](=[O:30])[O:31][C:32]([CH3:35])([CH3:34])[CH3:33])=[O:28])([CH3:25])([CH3:26])[CH3:27]. (7) Given the reactants [H-].[Al+3].[Li+].[H-].[H-].[H-].[CH3:7][N:8]([C:21]1[N:25]([CH3:26])[N:24]=[CH:23][CH:22]=1)[C:9](=O)[C:10]1[CH:15]=[CH:14][C:13]([C:16]([F:19])([F:18])[F:17])=[CH:12][CH:11]=1.[OH-].[Na+], predict the reaction product. The product is: [CH3:7][N:8]([CH2:9][C:10]1[CH:15]=[CH:14][C:13]([C:16]([F:19])([F:17])[F:18])=[CH:12][CH:11]=1)[C:21]1[N:25]([CH3:26])[N:24]=[CH:23][CH:22]=1. (8) Given the reactants Cl[C:2]1[C:7]([Cl:8])=[CH:6][C:5]([Cl:9])=[CH:4][N:3]=1.[CH3:10][C:11]1[CH:12]=[C:13]([CH:18]=[CH:19][C:20]=1[S:21](=[O:35])(=[O:34])[NH:22][CH2:23][C:24]1[CH:25]=[C:26]2[C:30](=[CH:31][CH:32]=1)[N:29]([CH3:33])[N:28]=[CH:27]2)[C:14]([O:16][CH3:17])=[O:15], predict the reaction product. The product is: [Cl:8][C:7]1[C:2]([N:22]([CH2:23][C:24]2[CH:25]=[C:26]3[C:30](=[CH:31][CH:32]=2)[N:29]([CH3:33])[N:28]=[CH:27]3)[S:21]([C:20]2[CH:19]=[CH:18][C:13]([C:14]([O:16][CH3:17])=[O:15])=[CH:12][C:11]=2[CH3:10])(=[O:35])=[O:34])=[N:3][CH:4]=[C:5]([Cl:9])[CH:6]=1.